This data is from Kir2.1 potassium channel HTS with 301,493 compounds. The task is: Binary Classification. Given a drug SMILES string, predict its activity (active/inactive) in a high-throughput screening assay against a specified biological target. (1) The molecule is Clc1cc(c2oc(c(n2)CN2CCC(CC2)C(=O)NCc2occc2)C)ccc1. The result is 0 (inactive). (2) The compound is n12[nH]cnc2=NC(CC1c1c(cccc1)C)c1ccccc1. The result is 0 (inactive).